This data is from Reaction yield outcomes from USPTO patents with 853,638 reactions. The task is: Predict the reaction yield, written as a fraction of the theoretical maximum amount of product (1.0 means a 100% yield; for example, 0.34 means a 34% yield). (1) The reactants are [Cl:1][C:2]1[CH:11]=[CH:10][C:9]2[C:4](=[CH:5][CH:6]=[C:7]([OH:12])[CH:8]=2)[N:3]=1.[B-](F)(F)(F)[F:14].[B-](F)(F)(F)F.C1[N+]2(CCl)CC[N+](F)(CC2)C1. The catalyst is CC#N. The product is [Cl:1][C:2]1[CH:11]=[CH:10][C:9]2[C:4](=[CH:5][CH:6]=[C:7]([OH:12])[C:8]=2[F:14])[N:3]=1. The yield is 0.210. (2) The yield is 0.140. The reactants are [CH3:1][O:2][C:3]1[CH:4]=[C:5]([NH2:26])[CH:6]=[CH:7][C:8]=1[C:9]1[O:10][C:11]([C:14]2[C:15]([C:20]3[CH:25]=[CH:24][CH:23]=[CH:22][CH:21]=3)=[N:16][O:17][C:18]=2[CH3:19])=[N:12][N:13]=1.C(N(CC)C(C)C)(C)C.[CH3:36][S:37](Cl)(=[O:39])=[O:38]. The product is [CH3:1][O:2][C:3]1[CH:4]=[C:5]([NH:26][S:37]([CH3:36])(=[O:39])=[O:38])[CH:6]=[CH:7][C:8]=1[C:9]1[O:10][C:11]([C:14]2[C:15]([C:20]3[CH:21]=[CH:22][CH:23]=[CH:24][CH:25]=3)=[N:16][O:17][C:18]=2[CH3:19])=[N:12][N:13]=1. The catalyst is C1COCC1.CN(C)C1C=CN=CC=1. (3) The reactants are C([NH:4][C:5]1[C:13]([N+:14]([O-:16])=[O:15])=[CH:12][C:8]([C:9]([OH:11])=[O:10])=[CH:7][C:6]=1[CH3:17])(=O)C. The catalyst is Cl. The product is [NH2:4][C:5]1[C:13]([N+:14]([O-:16])=[O:15])=[CH:12][C:8]([C:9]([OH:11])=[O:10])=[CH:7][C:6]=1[CH3:17]. The yield is 0.740. (4) The reactants are [C:1]1([CH2:7][S:8](Cl)(=[O:10])=[O:9])[CH:6]=[CH:5][CH:4]=[CH:3][CH:2]=1.[CH3:12][O:13][CH2:14][CH2:15][NH2:16]. The catalyst is C1COCC1. The product is [CH3:12][O:13][CH2:14][CH2:15][NH:16][S:8]([CH2:7][C:1]1[CH:6]=[CH:5][CH:4]=[CH:3][CH:2]=1)(=[O:10])=[O:9]. The yield is 0.940. (5) The reactants are CN1CCOCC1.CN(C(ON1N=NC2C=CC=CC1=2)=[N+](C)C)C.F[P-](F)(F)(F)(F)F.[Cl:32][C:33]1[CH:34]=[C:35]2[C:39](=[C:40]([C:42]([OH:44])=O)[CH:41]=1)[NH:38][CH:37]=[CH:36]2.[C:45]([C:49]1[CH:68]=[CH:67][C:52]([CH2:53][NH:54][CH2:55][CH2:56][C:57]2[CH:62]=[CH:61][CH:60]=[C:59]([C:63]([F:66])([F:65])[F:64])[CH:58]=2)=[C:51]([Cl:69])[CH:50]=1)([CH3:48])([CH3:47])[CH3:46]. The catalyst is CN(C=O)C.O. The product is [C:45]([C:49]1[CH:68]=[CH:67][C:52]([CH2:53][N:54]([CH2:55][CH2:56][C:57]2[CH:62]=[CH:61][CH:60]=[C:59]([C:63]([F:66])([F:65])[F:64])[CH:58]=2)[C:42]([C:40]2[CH:41]=[C:33]([Cl:32])[CH:34]=[C:35]3[C:39]=2[NH:38][CH:37]=[CH:36]3)=[O:44])=[C:51]([Cl:69])[CH:50]=1)([CH3:48])([CH3:46])[CH3:47]. The yield is 0.910.